From a dataset of Forward reaction prediction with 1.9M reactions from USPTO patents (1976-2016). Predict the product of the given reaction. (1) Given the reactants C[O:2][C:3]1[CH:11]=[CH:10][CH:9]=[C:8]2[C:4]=1[CH2:5][CH2:6]/[C:7]/2=[CH:12]\[C:13]([O:15][CH2:16][CH3:17])=[O:14].C([O-])=O.[NH4+], predict the reaction product. The product is: [CH2:16]([O:15][C:13](=[O:14])[CH2:12][CH:7]1[C:8]2[C:4](=[C:3]([OH:2])[CH:11]=[CH:10][CH:9]=2)[CH2:5][CH2:6]1)[CH3:17]. (2) The product is: [NH2:28][CH2:27][C@H:17]1[CH2:16][C@@H:15]([N:14]([S:11]([C:4]2[CH:5]=[C:6]([O:9][CH3:10])[CH:7]=[CH:8][C:3]=2[O:2][CH3:1])(=[O:13])=[O:12])[CH2:39][C:40]2[CH:41]=[CH:42][CH:43]=[CH:44][CH:45]=2)[CH2:19][N:18]1[C:20]([O:22][C:23]([CH3:26])([CH3:25])[CH3:24])=[O:21]. Given the reactants [CH3:1][O:2][C:3]1[CH:8]=[CH:7][C:6]([O:9][CH3:10])=[CH:5][C:4]=1[S:11]([N:14]([CH2:39][C:40]1[CH:45]=[CH:44][CH:43]=[CH:42][CH:41]=1)[C@H:15]1[CH2:19][N:18]([C:20]([O:22][C:23]([CH3:26])([CH3:25])[CH3:24])=[O:21])[C@@H:17]([CH2:27][N:28]2C(=O)C3C(=CC=CC=3)C2=O)[CH2:16]1)(=[O:13])=[O:12].O.NN, predict the reaction product.